Dataset: CYP3A4 inhibition data for predicting drug metabolism from PubChem BioAssay. Task: Regression/Classification. Given a drug SMILES string, predict its absorption, distribution, metabolism, or excretion properties. Task type varies by dataset: regression for continuous measurements (e.g., permeability, clearance, half-life) or binary classification for categorical outcomes (e.g., BBB penetration, CYP inhibition). Dataset: cyp3a4_veith. (1) The molecule is COc1ccc(-c2nc3cnc(N(C)C)nc3n(Cc3ccc(F)cc3)c2=O)cc1. The result is 0 (non-inhibitor). (2) The molecule is CCCS(=O)(=O)N1CCCC(C(=O)NCCCOC(C)C)C1. The result is 0 (non-inhibitor). (3) The drug is Cc1ccc(S(=O)(=O)Oc2cc(S(=O)(=O)O)cc3cc(S(=O)(=O)O)cc(N)c23)cc1. The result is 0 (non-inhibitor). (4) The molecule is COC(=O)[C@@]1(Cc2ccc(OC)cc2)[C@H]2c3cc(C(=O)N(C)C)n(CCc4ccc(OC)c(Br)c4)c3C[C@H]2CN1C(=O)c1ccccc1. The result is 1 (inhibitor). (5) The molecule is CN(C)c1ncc2ncc(=O)n(CCc3ccccc3)c2n1. The result is 0 (non-inhibitor). (6) The drug is Cc1nn(CC(=O)NCCN2CCOCC2)c(C)c1[N+](=O)[O-]. The result is 0 (non-inhibitor). (7) The molecule is CN(C)CCN(c1ccccn1)c1ccccn1. The result is 0 (non-inhibitor).